Predict which catalyst facilitates the given reaction. From a dataset of Catalyst prediction with 721,799 reactions and 888 catalyst types from USPTO. (1) Product: [F:34][C:33]1[CH:32]=[CH:31][CH:30]=[C:29]([F:35])[C:28]=1[CH2:27][C@@H:9]1[NH:8][C@@H:13]([C:14]2[CH:19]=[CH:18][CH:17]=[CH:16][CH:15]=2)[C@@H:12]([C:20]2[CH:21]=[CH:22][CH:23]=[CH:24][CH:25]=2)[O:11][C:10]1=[O:26]. The catalyst class is: 2. Reactant: C(OC([N:8]1[C@@H:13]([C:14]2[CH:19]=[CH:18][CH:17]=[CH:16][CH:15]=2)[C@@H:12]([C:20]2[CH:25]=[CH:24][CH:23]=[CH:22][CH:21]=2)[O:11][C:10](=[O:26])[C@@H:9]1[CH2:27][C:28]1[C:33]([F:34])=[CH:32][CH:31]=[CH:30][C:29]=1[F:35])=O)(C)(C)C.FC(F)(F)C(O)=O.C(N(CC)CC)C. (2) Reactant: C[O:2][C:3]1[CH:20]=[C:19]([C:21]([OH:23])=O)[CH:18]=[C:17]2[C:4]=1[C@H:5]1[C@H:14]([CH2:15][S:16]2(=[O:25])=[O:24])[C@:13]2([CH3:26])[C@H:8]([C:9]([CH3:28])([CH3:27])[CH2:10][CH2:11][CH2:12]2)[CH2:7][CH2:6]1.CN([C:32]([O:36][N:37]1N=NC2C=CC=NC1=2)=[N+](C)C)C.F[P-](F)(F)(F)(F)F.[CH3:53]N1CCOCC1.Cl.CON. Product: [OH:2][C:3]1[CH:20]=[C:19]([C:21]([NH:37][O:36][CH3:32])=[O:23])[CH:18]=[C:17]2[C:4]=1[C@@:5]1([CH3:53])[C@H:14]([CH2:15][S:16]2(=[O:25])=[O:24])[C@:13]2([CH3:26])[C@H:8]([C:9]([CH3:27])([CH3:28])[CH2:10][CH2:11][CH2:12]2)[CH2:7][CH2:6]1. The catalyst class is: 118. (3) Reactant: Br[C:2]1[CH:10]=[C:9]2[C:5]([CH2:6][C:7]3([CH2:19][C:18]4[C:13](=[CH:14][CH:15]=[CH:16][CH:17]=4)[CH2:12]3)[C:8]2=[O:11])=[CH:4][CH:3]=1.[C:20]([C:22]1[CH:23]=[C:24](B(O)O)[CH:25]=[CH:26][CH:27]=1)#[N:21]. Product: [O:11]=[C:8]1[C:9]2[C:5](=[CH:4][CH:3]=[C:2]([C:26]3[CH:27]=[C:22]([CH:23]=[CH:24][CH:25]=3)[C:20]#[N:21])[CH:10]=2)[CH2:6][C:7]21[CH2:12][C:13]1[C:18](=[CH:17][CH:16]=[CH:15][CH:14]=1)[CH2:19]2. The catalyst class is: 806. (4) Reactant: Cl.[CH3:2][O:3][C:4](=[O:22])/[CH:5]=[CH:6]/[C:7]1[CH:8]=[C:9]2[C:18](=[CH:19][CH:20]=1)[O:17][C:12]1([CH2:16][CH2:15][NH:14][CH2:13]1)[CH2:11][C:10]2=[O:21].CCN(C(C)C)C(C)C.[CH2:32](Br)[CH2:33][C:34]1[CH:39]=[CH:38][CH:37]=[CH:36][CH:35]=1. Product: [CH3:2][O:3][C:4](=[O:22])/[CH:5]=[CH:6]/[C:7]1[CH:8]=[C:9]2[C:18](=[CH:19][CH:20]=1)[O:17][C:12]1([CH2:16][CH2:15][N:14]([CH2:32][CH2:33][C:34]3[CH:39]=[CH:38][CH:37]=[CH:36][CH:35]=3)[CH2:13]1)[CH2:11][C:10]2=[O:21]. The catalyst class is: 2.